This data is from NCI-60 drug combinations with 297,098 pairs across 59 cell lines. The task is: Regression. Given two drug SMILES strings and cell line genomic features, predict the synergy score measuring deviation from expected non-interaction effect. (1) Drug 1: CC(C1=C(C=CC(=C1Cl)F)Cl)OC2=C(N=CC(=C2)C3=CN(N=C3)C4CCNCC4)N. Drug 2: C1=CC(=CC=C1C#N)C(C2=CC=C(C=C2)C#N)N3C=NC=N3. Cell line: SF-539. Synergy scores: CSS=4.83, Synergy_ZIP=-1.03, Synergy_Bliss=1.77, Synergy_Loewe=3.17, Synergy_HSA=2.44. (2) Drug 1: C1CCC(C1)C(CC#N)N2C=C(C=N2)C3=C4C=CNC4=NC=N3. Drug 2: CC12CCC3C(C1CCC2O)C(CC4=C3C=CC(=C4)O)CCCCCCCCCS(=O)CCCC(C(F)(F)F)(F)F. Cell line: OVCAR-8. Synergy scores: CSS=1.21, Synergy_ZIP=0.953, Synergy_Bliss=2.94, Synergy_Loewe=-1.26, Synergy_HSA=0.882. (3) Drug 1: CC1=C(C(=O)C2=C(C1=O)N3CC4C(C3(C2COC(=O)N)OC)N4)N. Drug 2: CC1CCCC2(C(O2)CC(NC(=O)CC(C(C(=O)C(C1O)C)(C)C)O)C(=CC3=CSC(=N3)C)C)C. Cell line: HCT116. Synergy scores: CSS=82.7, Synergy_ZIP=-1.37, Synergy_Bliss=-2.48, Synergy_Loewe=-0.762, Synergy_HSA=1.16. (4) Drug 1: CCC1=CC2CC(C3=C(CN(C2)C1)C4=CC=CC=C4N3)(C5=C(C=C6C(=C5)C78CCN9C7C(C=CC9)(C(C(C8N6C)(C(=O)OC)O)OC(=O)C)CC)OC)C(=O)OC.C(C(C(=O)O)O)(C(=O)O)O. Drug 2: CC1CCCC2(C(O2)CC(NC(=O)CC(C(C(=O)C(C1O)C)(C)C)O)C(=CC3=CSC(=N3)C)C)C. Cell line: IGROV1. Synergy scores: CSS=35.9, Synergy_ZIP=-6.56, Synergy_Bliss=-0.0329, Synergy_Loewe=-0.139, Synergy_HSA=-0.522.